Dataset: Full USPTO retrosynthesis dataset with 1.9M reactions from patents (1976-2016). Task: Predict the reactants needed to synthesize the given product. (1) Given the product [CH2:27]([N:34]([CH2:35][CH:36]1[CH2:45][CH:44]([O:46][Si:47]([C:50]([CH3:53])([CH3:52])[CH3:51])([CH3:48])[CH3:49])[C:43]2[C:38](=[CH:39][CH:40]=[CH:41][CH:42]=2)[O:37]1)[CH2:2][CH2:3][CH2:4][CH2:5][N:6]1[C:10](=[O:11])[C:9]2[CH:12]=[CH:13][CH:14]=[CH:15][C:8]=2[S:7]1(=[O:17])=[O:16])[C:28]1[CH:29]=[CH:30][CH:31]=[CH:32][CH:33]=1, predict the reactants needed to synthesize it. The reactants are: Br[CH2:2][CH2:3][CH2:4][CH2:5][N:6]1[C:10](=[O:11])[C:9]2[CH:12]=[CH:13][CH:14]=[CH:15][C:8]=2[S:7]1(=[O:17])=[O:16].C(N(C(C)C)C(C)C)C.[CH2:27]([NH:34][CH2:35][CH:36]1[CH2:45][CH:44]([O:46][Si:47]([C:50]([CH3:53])([CH3:52])[CH3:51])([CH3:49])[CH3:48])[C:43]2[C:38](=[CH:39][CH:40]=[CH:41][CH:42]=2)[O:37]1)[C:28]1[CH:33]=[CH:32][CH:31]=[CH:30][CH:29]=1.O. (2) Given the product [S:16]1[CH:20]=[CH:19][CH:18]=[C:17]1[C:21]([NH:1][C:2]1[CH:3]=[CH:4][CH:5]=[C:6]2[C:10]=1[NH:9][C:8]([C:11]([O:13][CH2:14][CH3:15])=[O:12])=[CH:7]2)=[O:22], predict the reactants needed to synthesize it. The reactants are: [NH2:1][C:2]1[CH:3]=[CH:4][CH:5]=[C:6]2[C:10]=1[NH:9][C:8]([C:11]([O:13][CH2:14][CH3:15])=[O:12])=[CH:7]2.[S:16]1[CH:20]=[CH:19][CH:18]=[C:17]1[C:21](O)=[O:22].C(N(C(C)C)C(C)C)C.F[P-](F)(F)(F)(F)F.N1(OC(N(C)C)=[N+](C)C)C2N=CC=CC=2N=N1. (3) Given the product [Cl:1][C:2]1[CH:3]=[CH:4][C:5]([NH:8][CH2:9][CH2:10][NH:11][CH2:23][CH2:24][CH:25]=[C:26]2[C:32]3[CH:33]=[CH:34][CH:35]=[N:36][C:31]=3[CH2:30][O:29][C:28]3[CH:37]=[CH:38][C:39]([C:41]([OH:44])([CH3:43])[CH3:42])=[CH:40][C:27]2=3)=[CH:6][CH:7]=1, predict the reactants needed to synthesize it. The reactants are: [Cl:1][C:2]1[CH:7]=[CH:6][C:5]([NH:8][CH2:9][CH2:10][NH2:11])=[CH:4][CH:3]=1.N1C(C)=CC=CC=1C.[I-].[K+].Br[CH2:23][CH2:24][CH:25]=[C:26]1[C:32]2[CH:33]=[CH:34][CH:35]=[N:36][C:31]=2[CH2:30][O:29][C:28]2[CH:37]=[CH:38][C:39]([C:41]([OH:44])([CH3:43])[CH3:42])=[CH:40][C:27]1=2. (4) Given the product [CH3:16][O:17][C:18](=[O:19])[C:20]1[CH:25]=[CH:24][CH:23]=[C:22]([CH2:26][Br:27])[CH:21]=1, predict the reactants needed to synthesize it. The reactants are: C1(C)C=CC=C(C(O)=O)C=1.S(=O)(=O)(O)O.[CH3:16][O:17][C:18]([C:20]1[CH:21]=[C:22]([CH3:26])[CH:23]=[CH:24][CH:25]=1)=[O:19].[Br:27]N1C(=O)CCC1=O. (5) Given the product [NH2:1][C:2]1[N:10]=[C:9]([O:11][CH2:12][CH2:13][CH2:14][CH3:15])[N:8]=[C:7]2[C:3]=1[NH:4][C:5](=[O:20])[N:6]2[CH2:16][CH2:17][CH2:18][NH:25][CH2:21][CH:22]([CH3:24])[CH3:23], predict the reactants needed to synthesize it. The reactants are: [NH2:1][C:2]1[N:10]=[C:9]([O:11][CH2:12][CH2:13][CH2:14][CH3:15])[N:8]=[C:7]2[C:3]=1[NH:4][C:5](=[O:20])[N:6]2[CH2:16][CH2:17][CH2:18]Br.[CH2:21]([NH2:25])[CH:22]([CH3:24])[CH3:23]. (6) The reactants are: [Si:1]([O:18][CH2:19][CH2:20][CH2:21]O)([C:14]([CH3:17])([CH3:16])[CH3:15])([C:8]1[CH:13]=[CH:12][CH:11]=[CH:10][CH:9]=1)[C:2]1[CH:7]=[CH:6][CH:5]=[CH:4][CH:3]=1.[I:23]I.C1C=CC(P(C2C=CC=CC=2)C2C=CC=CC=2)=CC=1.N1C=CN=C1. Given the product [Si:1]([O:18][CH2:19][CH2:20][CH2:21][I:23])([C:14]([CH3:17])([CH3:16])[CH3:15])([C:8]1[CH:13]=[CH:12][CH:11]=[CH:10][CH:9]=1)[C:2]1[CH:7]=[CH:6][CH:5]=[CH:4][CH:3]=1, predict the reactants needed to synthesize it.